This data is from Forward reaction prediction with 1.9M reactions from USPTO patents (1976-2016). The task is: Predict the product of the given reaction. (1) The product is: [O:10]1[CH:11]=[CH:12][C:8]([NH:7][CH2:5][C@@H:23]2[O:27][C:26](=[O:28])[N:25]([C:29]3[CH:34]=[CH:33][C:32]([C:35]4[CH2:36][CH2:37][O:38][CH2:39][CH:40]=4)=[C:31]([F:41])[CH:30]=3)[CH2:24]2)=[N:9]1. Given the reactants ClC(Cl)(Cl)CO[C:5]([NH:7][C:8]1[CH:12]=[CH:11][O:10][N:9]=1)=O.[H-].[Na+].CS(OC[C@@H:23]1[O:27][C:26](=[O:28])[N:25]([C:29]2[CH:34]=[CH:33][C:32]([C:35]3[CH2:36][CH2:37][O:38][CH2:39][CH:40]=3)=[C:31]([F:41])[CH:30]=2)[CH2:24]1)(=O)=O, predict the reaction product. (2) The product is: [C:33]([N:1]([C:2]1[CH:11]=[C:10]2[C:5]([CH:6]=[C:7]([C:15]3[CH:20]=[C:19]([NH:21][C:22]([NH:24][C:25]4[CH:26]=[CH:27][CH:28]=[CH:29][CH:30]=4)=[O:23])[C:18]([F:31])=[CH:17][C:16]=3[F:32])[C:8](=[O:14])[N:9]2[CH2:12][CH3:13])=[CH:4][N:3]=1)[C:39](=[O:40])[CH3:38])(=[O:35])[CH3:34]. Given the reactants [NH2:1][C:2]1[CH:11]=[C:10]2[C:5]([CH:6]=[C:7]([C:15]3[C:16]([F:32])=[CH:17][C:18]([F:31])=[C:19]([NH:21][C:22]([NH:24][C:25]4[CH:30]=[CH:29][CH:28]=[CH:27][CH:26]=4)=[O:23])[CH:20]=3)[C:8](=[O:14])[N:9]2[CH2:12][CH3:13])=[CH:4][N:3]=1.[C:33](Cl)(=[O:35])[CH3:34].C1C[O:40][CH2:39][CH2:38]1, predict the reaction product. (3) Given the reactants [N:1]12[CH2:9][CH2:8][CH:5]([CH2:6][CH2:7]1)[N:4]([C:10]1[CH:15]=[CH:14][C:13]([NH2:16])=[CH:12][CH:11]=1)[CH2:3][CH2:2]2.[F:17][C:18]1[CH:26]=[CH:25][CH:24]=[CH:23][C:19]=1[C:20]([Cl:22])=[O:21], predict the reaction product. The product is: [ClH:22].[N:1]12[CH2:9][CH2:8][CH:5]([CH2:6][CH2:7]1)[N:4]([C:10]1[CH:15]=[CH:14][C:13]([NH:16][C:20](=[O:21])[C:19]3[CH:23]=[CH:24][CH:25]=[CH:26][C:18]=3[F:17])=[CH:12][CH:11]=1)[CH2:3][CH2:2]2. (4) Given the reactants I[C:2]1[CH:3]=[CH:4][C:5]([N:8]([CH3:16])[CH2:9][CH2:10][N:11]2[CH2:15][CH2:14][CH2:13][CH2:12]2)=[N:6][CH:7]=1.[Cl:17][C:18]1[CH:23]=[CH:22][C:21]([C:24]2[CH:25]=[CH:26][C:27]([C:30]#[CH:31])=[N:28][CH:29]=2)=[CH:20][CH:19]=1, predict the reaction product. The product is: [Cl:17][C:18]1[CH:19]=[CH:20][C:21]([C:24]2[CH:25]=[CH:26][C:27]([C:30]#[C:31][C:2]3[CH:3]=[CH:4][C:5]([N:8]([CH3:16])[CH2:9][CH2:10][N:11]4[CH2:15][CH2:14][CH2:13][CH2:12]4)=[N:6][CH:7]=3)=[N:28][CH:29]=2)=[CH:22][CH:23]=1. (5) The product is: [Cl:41][C:22]1[C:23]([NH:25][C:26]2[CH:31]=[CH:30][CH:29]=[CH:28][C:27]=2[S:32]([N:35]2[CH2:39][CH2:38][C@H:37]([CH3:40])[CH2:36]2)(=[O:34])=[O:33])=[N:24][C:19]([NH:1][C:2]2[C:15]([O:16][CH3:17])=[CH:14][C:5]3[CH2:6][CH2:7][N:8]([CH2:11][CH2:12][OH:13])[CH2:9][CH2:10][C:4]=3[CH:3]=2)=[N:20][CH:21]=1. Given the reactants [NH2:1][C:2]1[C:15]([O:16][CH3:17])=[CH:14][C:5]2[CH2:6][CH2:7][N:8]([CH2:11][CH2:12][OH:13])[CH2:9][CH2:10][C:4]=2[CH:3]=1.Cl[C:19]1[N:24]=[C:23]([NH:25][C:26]2[CH:31]=[CH:30][CH:29]=[CH:28][C:27]=2[S:32]([N:35]2[CH2:39][CH2:38][C@H:37]([CH3:40])[CH2:36]2)(=[O:34])=[O:33])[C:22]([Cl:41])=[CH:21][N:20]=1, predict the reaction product. (6) Given the reactants [NH2:1][C:2]1[S:3][C:4]2[CH:10]=[C:9]([Br:11])[CH:8]=[CH:7][C:5]=2[N:6]=1.C(N(CC)CC)C.[CH2:19]([N:21]=[C:22]=[O:23])[CH3:20], predict the reaction product. The product is: [Br:11][C:9]1[CH:8]=[CH:7][C:5]2[N:6]=[C:2]([NH:1][C:22]([NH:21][CH2:19][CH3:20])=[O:23])[S:3][C:4]=2[CH:10]=1. (7) Given the reactants [Cl:1][C:2]1[CH:7]=[CH:6][CH:5]=[C:4]([CH3:8])[C:3]=1[N:9]=[C:10]=[S:11].Cl.[CH3:13][NH:14][O:15][CH2:16][C:17]([OH:19])=[O:18].[CH2:20](N(CC)CC)C, predict the reaction product. The product is: [Cl:1][C:2]1[CH:7]=[CH:6][CH:5]=[C:4]([CH2:8][CH3:20])[C:3]=1[NH:9][C:10]([N:14]([CH3:13])[O:15][CH2:16][C:17]([OH:19])=[O:18])=[S:11].